This data is from Full USPTO retrosynthesis dataset with 1.9M reactions from patents (1976-2016). The task is: Predict the reactants needed to synthesize the given product. (1) Given the product [Cl:1][C:2]1[C:11]2[C:6](=[CH:7][C:8]([O:14][CH2:16][CH2:17][CH2:18][N:19]3[CH2:24][CH2:23][N:22]([C:25]([O:27][C:28]([CH3:29])([CH3:31])[CH3:30])=[O:26])[CH2:21][CH2:20]3)=[C:9]([O:12][CH3:13])[CH:10]=2)[N:5]=[CH:4][N:3]=1, predict the reactants needed to synthesize it. The reactants are: [Cl:1][C:2]1[C:11]2[C:6](=[CH:7][C:8]([OH:14])=[C:9]([O:12][CH3:13])[CH:10]=2)[N:5]=[CH:4][N:3]=1.O[CH2:16][CH2:17][CH2:18][N:19]1[CH2:24][CH2:23][N:22]([C:25]([O:27][C:28]([CH3:31])([CH3:30])[CH3:29])=[O:26])[CH2:21][CH2:20]1.C1(P(C2C=CC=CC=2)C2C=CC=CC=2)C=CC=CC=1.N(C(OC(C)C)=O)=NC(OC(C)C)=O. (2) Given the product [NH:1]1[C:9]2[C:4](=[C:5]([CH2:10][N:11]([CH3:12])[C:14]3[N:19]=[C:18]([NH:20][C:21]4[CH:22]=[C:23]([CH:26]5[CH2:28][CH2:27]5)[NH:24][N:25]=4)[CH:17]=[CH:16][N:15]=3)[CH:6]=[CH:7][CH:8]=2)[CH:3]=[CH:2]1, predict the reactants needed to synthesize it. The reactants are: [NH:1]1[C:9]2[C:4](=[C:5]([CH2:10][NH:11][CH3:12])[CH:6]=[CH:7][CH:8]=2)[CH:3]=[CH:2]1.Cl[C:14]1[N:19]=[C:18]([NH:20][C:21]2[NH:25][N:24]=[C:23]([CH:26]3[CH2:28][CH2:27]3)[CH:22]=2)[CH:17]=[CH:16][N:15]=1.CCN(C(C)C)C(C)C.